From a dataset of Full USPTO retrosynthesis dataset with 1.9M reactions from patents (1976-2016). Predict the reactants needed to synthesize the given product. (1) Given the product [CH2:29]([NH:36][C:37]1[N:42]=[C:41]([C:43]2[CH:48]=[CH:47][CH:46]=[C:45]([CH3:49])[N:44]=2)[CH:40]=[C:39]([C:50]2[CH:51]=[N:52][CH:53]=[C:54]([C:11]3[CH:10]=[CH:9][C:8]([N:5]4[CH2:4][CH2:3][N:2]([CH3:1])[CH2:7][CH2:6]4)=[CH:13][CH:12]=3)[CH:55]=2)[CH:38]=1)[C:30]1[CH:31]=[CH:32][CH:33]=[CH:34][CH:35]=1, predict the reactants needed to synthesize it. The reactants are: [CH3:1][N:2]1[CH2:7][CH2:6][N:5]([C:8]2[CH:13]=[CH:12][C:11](B3OC(C)(C)C(C)(C)O3)=[CH:10][CH:9]=2)[CH2:4][CH2:3]1.C([O-])([O-])=O.[Na+].[Na+].[CH2:29]([NH:36][C:37]1[N:42]=[C:41]([C:43]2[CH:48]=[CH:47][CH:46]=[C:45]([CH3:49])[N:44]=2)[CH:40]=[C:39]([C:50]2[CH:51]=[N:52][CH:53]=[C:54](Br)[CH:55]=2)[CH:38]=1)[C:30]1[CH:35]=[CH:34][CH:33]=[CH:32][CH:31]=1. (2) Given the product [OH:52][C@H:49]1[CH2:50][CH2:51][C@H:46]([NH:45][C:10]([NH:9][CH:8]([C:12]2[NH:11][C:19]3[C:14](=[N:15][CH:16]=[N:17][CH:18]=3)[N:13]=2)[CH2:7][C:6]2[CH:5]=[CH:4][C:3]([O:2][CH3:1])=[CH:22][CH:21]=2)=[O:20])[CH2:47][CH2:48]1, predict the reactants needed to synthesize it. The reactants are: [CH3:1][O:2][C:3]1[CH:22]=[CH:21][C:6]([CH2:7][CH:8]2[C:12]3=[N:13][C:14]4[N:15]=[CH:16][N:17]=[CH:18][C:19]=4[N:11]3[C:10](=[O:20])[NH:9]2)=[CH:5][CH:4]=1.COC1C=CC(CC2C3N(C4N=CN=CC=4N=3)C(=O)N2)=CC=1.[NH2:45][C@H:46]1[CH2:51][CH2:50][C@H:49]([OH:52])[CH2:48][CH2:47]1. (3) Given the product [CH3:13][N:14]1[CH:18]=[C:17]([C:19]2[NH:35][C:22]3=[N:23][CH:24]=[CH:25][C:26]([C:27]4[CH:34]=[CH:33][C:30]([CH2:31][NH:32][C:10]([C:8]5[O:9][C:5]([C:1]([CH3:2])([CH3:3])[CH3:4])=[N:6][N:7]=5)=[O:12])=[CH:29][CH:28]=4)=[C:21]3[N:20]=2)[CH:16]=[N:15]1, predict the reactants needed to synthesize it. The reactants are: [C:1]([C:5]1[O:9][C:8]([C:10]([OH:12])=O)=[N:7][N:6]=1)([CH3:4])([CH3:3])[CH3:2].[CH3:13][N:14]1[CH:18]=[C:17]([C:19]2[NH:35][C:22]3=[N:23][CH:24]=[CH:25][C:26]([C:27]4[CH:34]=[CH:33][C:30]([CH2:31][NH2:32])=[CH:29][CH:28]=4)=[C:21]3[N:20]=2)[CH:16]=[N:15]1.CN(C=O)C.CCN(C(C)C)C(C)C. (4) Given the product [Br:34][C:3]1[N:4]2[N:5]=[C:6]([C:10]3[CH:15]=[CH:14][N:13]([CH2:16][C@@H:17]([N:22]4[C:30](=[O:31])[C:29]5[C:24](=[CH:25][CH:26]=[CH:27][CH:28]=5)[C:23]4=[O:32])[CH2:18][CH:19]([CH3:21])[CH3:20])[C:12](=[O:33])[CH:11]=3)[CH:7]=[CH:8][C:9]2=[N:1][CH:2]=1, predict the reactants needed to synthesize it. The reactants are: [N:1]1[CH:2]=[CH:3][N:4]2[C:9]=1[CH:8]=[CH:7][C:6]([C:10]1[CH:15]=[CH:14][N:13]([CH2:16][C@@H:17]([N:22]3[C:30](=[O:31])[C:29]4[C:24](=[CH:25][CH:26]=[CH:27][CH:28]=4)[C:23]3=[O:32])[CH2:18][CH:19]([CH3:21])[CH3:20])[C:12](=[O:33])[CH:11]=1)=[N:5]2.[Br:34]Br. (5) The reactants are: [Na].[CH3:2][C:3]1[C:4]([CH2:15][S@:16]([C:18]2[NH:22][C:21]3[CH:23]=[CH:24][CH:25]=[CH:26][C:20]=3[N:19]=2)=[O:17])=[N:5][CH:6]=[CH:7][C:8]=1[O:9][CH2:10][C:11]([F:14])([F:13])[F:12].[I-].[Li+].Cl[CH:30]1[CH2:34][O:33][C:32](=[O:35])[O:31]1.C(OCC)(=O)C. Given the product [CH3:2][C:3]1[C:4]([CH2:15][S@:16]([C:18]2[N:19]([CH:30]3[CH2:34][O:33][C:32](=[O:35])[O:31]3)[C:20]3[CH:26]=[CH:25][CH:24]=[CH:23][C:21]=3[N:22]=2)=[O:17])=[N:5][CH:6]=[CH:7][C:8]=1[O:9][CH2:10][C:11]([F:14])([F:12])[F:13], predict the reactants needed to synthesize it. (6) Given the product [CH:24]1([NH:23][C:18]2[O:19][C:20]([CH3:22])([CH3:21])[CH:15]([C:11]3[CH:10]=[C:9]([OH:8])[CH:14]=[CH:13][CH:12]=3)[S:16](=[O:31])(=[O:30])[N:17]=2)[CH2:29][CH2:28][CH2:27][CH2:26][CH2:25]1, predict the reactants needed to synthesize it. The reactants are: C([O:8][C:9]1[CH:10]=[C:11]([CH:15]2[C:20]([CH3:22])([CH3:21])[O:19][C:18]([NH:23][CH:24]3[CH2:29][CH2:28][CH2:27][CH2:26][CH2:25]3)=[N:17][S:16]2(=[O:31])=[O:30])[CH:12]=[CH:13][CH:14]=1)C1C=CC=CC=1. (7) The reactants are: C(=O)(O)[O-].[Na+].[NH:6]([C:15]([O:17][C:18]([CH3:21])([CH3:20])[CH3:19])=[O:16])[C@H:7]([C:12]([OH:14])=[O:13])[CH2:8][CH2:9][CH2:10][NH2:11].Cl.N1(S([N:31]=[N+:32]=[N-])(=O)=O)C=CN=C1.S(=O)(=O)(O)[O-].[K+]. Given the product [N:11]([CH2:10][CH2:9][CH2:8][C@H:7]([NH:6][C:15]([O:17][C:18]([CH3:21])([CH3:20])[CH3:19])=[O:16])[C:12]([OH:14])=[O:13])=[N+:31]=[N-:32], predict the reactants needed to synthesize it. (8) Given the product [CH2:1]([O:8][N:9]([CH:12]([CH2:52][O:53][C:54]([C:55]1[CH:60]=[CH:59][CH:58]=[CH:57][CH:56]=1)([C:61]1[CH:66]=[CH:65][CH:64]=[CH:63][CH:62]=1)[C:67]1[CH:68]=[CH:69][CH:70]=[CH:71][CH:72]=1)[C@H:13]([O:44][CH2:45][C:46]1[CH:47]=[CH:48][CH:49]=[CH:50][CH:51]=1)[C@H:14]([O:36][CH2:37][C:38]1[CH:39]=[CH:40][CH:41]=[CH:42][CH:43]=1)[C@H:15]([O:28][CH2:29][C:30]1[CH:35]=[CH:34][CH:33]=[CH:32][CH:31]=1)[CH2:16][OH:17])[CH:10]=[O:11])[C:2]1[CH:7]=[CH:6][CH:5]=[CH:4][CH:3]=1, predict the reactants needed to synthesize it. The reactants are: [CH2:1]([O:8][N:9]([CH:12]([CH2:52][O:53][C:54]([C:67]1[CH:72]=[CH:71][CH:70]=[CH:69][CH:68]=1)([C:61]1[CH:66]=[CH:65][CH:64]=[CH:63][CH:62]=1)[C:55]1[CH:60]=[CH:59][CH:58]=[CH:57][CH:56]=1)[C@H:13]([O:44][CH2:45][C:46]1[CH:51]=[CH:50][CH:49]=[CH:48][CH:47]=1)[C@H:14]([O:36][CH2:37][C:38]1[CH:43]=[CH:42][CH:41]=[CH:40][CH:39]=1)[C@H:15]([O:28][CH2:29][C:30]1[CH:35]=[CH:34][CH:33]=[CH:32][CH:31]=1)[CH2:16][O:17][Si](C(C)C)(C(C)C)C(C)C)[CH:10]=[O:11])[C:2]1[CH:7]=[CH:6][CH:5]=[CH:4][CH:3]=1.CCCC[N+](CCCC)(CCCC)CCCC.[F-].